Task: Regression. Given two drug SMILES strings and cell line genomic features, predict the synergy score measuring deviation from expected non-interaction effect.. Dataset: NCI-60 drug combinations with 297,098 pairs across 59 cell lines (1) Drug 1: CC1=C2C(C(=O)C3(C(CC4C(C3C(C(C2(C)C)(CC1OC(=O)C(C(C5=CC=CC=C5)NC(=O)OC(C)(C)C)O)O)OC(=O)C6=CC=CC=C6)(CO4)OC(=O)C)OC)C)OC. Drug 2: CS(=O)(=O)OCCCCOS(=O)(=O)C. Cell line: HL-60(TB). Synergy scores: CSS=55.0, Synergy_ZIP=-1.57, Synergy_Bliss=-2.70, Synergy_Loewe=-9.10, Synergy_HSA=-1.72. (2) Drug 1: CS(=O)(=O)C1=CC(=C(C=C1)C(=O)NC2=CC(=C(C=C2)Cl)C3=CC=CC=N3)Cl. Drug 2: CN(CCCl)CCCl.Cl. Cell line: NCI-H522. Synergy scores: CSS=19.0, Synergy_ZIP=-0.543, Synergy_Bliss=2.53, Synergy_Loewe=-3.42, Synergy_HSA=2.71. (3) Drug 1: COC1=NC(=NC2=C1N=CN2C3C(C(C(O3)CO)O)O)N. Drug 2: CC(C)(C#N)C1=CC(=CC(=C1)CN2C=NC=N2)C(C)(C)C#N. Cell line: UACC62. Synergy scores: CSS=45.6, Synergy_ZIP=-0.154, Synergy_Bliss=0.475, Synergy_Loewe=-0.607, Synergy_HSA=-0.374. (4) Drug 1: C1=C(C(=O)NC(=O)N1)N(CCCl)CCCl. Drug 2: CC1=C(N=C(N=C1N)C(CC(=O)N)NCC(C(=O)N)N)C(=O)NC(C(C2=CN=CN2)OC3C(C(C(C(O3)CO)O)O)OC4C(C(C(C(O4)CO)O)OC(=O)N)O)C(=O)NC(C)C(C(C)C(=O)NC(C(C)O)C(=O)NCCC5=NC(=CS5)C6=NC(=CS6)C(=O)NCCC[S+](C)C)O. Cell line: MDA-MB-231. Synergy scores: CSS=21.2, Synergy_ZIP=-5.66, Synergy_Bliss=-3.10, Synergy_Loewe=-1.98, Synergy_HSA=0.852. (5) Drug 1: CC1C(C(CC(O1)OC2CC(CC3=C2C(=C4C(=C3O)C(=O)C5=C(C4=O)C(=CC=C5)OC)O)(C(=O)C)O)N)O.Cl. Drug 2: C1CN(CCN1C(=O)CCBr)C(=O)CCBr. Cell line: NCI-H226. Synergy scores: CSS=22.5, Synergy_ZIP=-6.47, Synergy_Bliss=0.941, Synergy_Loewe=1.63, Synergy_HSA=2.76. (6) Drug 1: C1=C(C(=O)NC(=O)N1)N(CCCl)CCCl. Drug 2: COC1=C2C(=CC3=C1OC=C3)C=CC(=O)O2. Cell line: SK-MEL-2. Synergy scores: CSS=-3.78, Synergy_ZIP=-3.46, Synergy_Bliss=-5.55, Synergy_Loewe=-7.40, Synergy_HSA=-7.47. (7) Drug 1: CC1OCC2C(O1)C(C(C(O2)OC3C4COC(=O)C4C(C5=CC6=C(C=C35)OCO6)C7=CC(=C(C(=C7)OC)O)OC)O)O. Drug 2: C1=CN(C=N1)CC(O)(P(=O)(O)O)P(=O)(O)O. Cell line: SR. Synergy scores: CSS=8.54, Synergy_ZIP=-32.9, Synergy_Bliss=-61.9, Synergy_Loewe=-82.1, Synergy_HSA=-59.6. (8) Drug 1: CC12CCC3C(C1CCC2O)C(CC4=C3C=CC(=C4)O)CCCCCCCCCS(=O)CCCC(C(F)(F)F)(F)F. Drug 2: CCN(CC)CCCC(C)NC1=C2C=C(C=CC2=NC3=C1C=CC(=C3)Cl)OC. Cell line: UACC-257. Synergy scores: CSS=-1.30, Synergy_ZIP=0.492, Synergy_Bliss=0.0616, Synergy_Loewe=-3.29, Synergy_HSA=-2.02. (9) Drug 1: C1=NC2=C(N1)C(=S)N=C(N2)N. Drug 2: CCCCCOC(=O)NC1=NC(=O)N(C=C1F)C2C(C(C(O2)C)O)O. Cell line: U251. Synergy scores: CSS=21.8, Synergy_ZIP=-11.7, Synergy_Bliss=-4.60, Synergy_Loewe=-17.6, Synergy_HSA=-4.03.